From a dataset of NCI-60 drug combinations with 297,098 pairs across 59 cell lines. Regression. Given two drug SMILES strings and cell line genomic features, predict the synergy score measuring deviation from expected non-interaction effect. (1) Drug 1: CC1=C(C=C(C=C1)NC(=O)C2=CC=C(C=C2)CN3CCN(CC3)C)NC4=NC=CC(=N4)C5=CN=CC=C5. Drug 2: CN(CCCl)CCCl.Cl. Cell line: HCT-15. Synergy scores: CSS=41.1, Synergy_ZIP=-0.0806, Synergy_Bliss=1.31, Synergy_Loewe=-11.0, Synergy_HSA=1.43. (2) Drug 1: CCC1(CC2CC(C3=C(CCN(C2)C1)C4=CC=CC=C4N3)(C5=C(C=C6C(=C5)C78CCN9C7C(C=CC9)(C(C(C8N6C)(C(=O)OC)O)OC(=O)C)CC)OC)C(=O)OC)O.OS(=O)(=O)O. Drug 2: CC1C(C(CC(O1)OC2CC(CC3=C2C(=C4C(=C3O)C(=O)C5=CC=CC=C5C4=O)O)(C(=O)C)O)N)O. Cell line: HOP-92. Synergy scores: CSS=42.6, Synergy_ZIP=-9.59, Synergy_Bliss=-8.21, Synergy_Loewe=-1.78, Synergy_HSA=-0.514.